This data is from Full USPTO retrosynthesis dataset with 1.9M reactions from patents (1976-2016). The task is: Predict the reactants needed to synthesize the given product. (1) The reactants are: [C:1]([C:3]1[CH:8]=[CH:7][C:6]([CH:9]2[CH2:14][CH2:13][N:12]([C:15]([C:17]3[CH:18]=[CH:19][C:20]([CH3:32])=[C:21]([NH:23][S:24]([CH2:27][C:28](OC)=[O:29])(=[O:26])=[O:25])[CH:22]=3)=[O:16])[CH2:11][CH2:10]2)=[CH:5][CH:4]=1)#[N:2].[BH4-].[Li+].CCOC(C)=O.O. Given the product [C:1]([C:3]1[CH:8]=[CH:7][C:6]([CH:9]2[CH2:10][CH2:11][N:12]([C:15]([C:17]3[CH:18]=[CH:19][C:20]([CH3:32])=[C:21]([NH:23][S:24]([CH2:27][CH2:28][OH:29])(=[O:26])=[O:25])[CH:22]=3)=[O:16])[CH2:13][CH2:14]2)=[CH:5][CH:4]=1)#[N:2], predict the reactants needed to synthesize it. (2) The reactants are: [F:1][C:2]1[CH:19]=[C:18]([N+:20]([O-:22])=[O:21])[CH:17]=[CH:16][C:3]=1[O:4][C:5]1[CH:10]=[CH:9][N:8]=[CH:7][C:6]=1/[CH:11]=[CH:12]/[C:13]([OH:15])=O.[CH3:23][C:24]([O:27][C:28]([NH:30][CH:31]1[CH2:36][CH2:35][NH:34][CH2:33][CH2:32]1)=[O:29])([CH3:26])[CH3:25].CCN(C(C)C)C(C)C.CN(C(ON1N=NC2C=CC=CC1=2)=[N+](C)C)C.[B-](F)(F)(F)F. Given the product [F:1][C:2]1[CH:19]=[C:18]([N+:20]([O-:22])=[O:21])[CH:17]=[CH:16][C:3]=1[O:4][C:5]1[CH:10]=[CH:9][N:8]=[CH:7][C:6]=1/[CH:11]=[CH:12]/[C:13]([N:34]1[CH2:33][CH2:32][CH:31]([NH:30][C:28](=[O:29])[O:27][C:24]([CH3:25])([CH3:23])[CH3:26])[CH2:36][CH2:35]1)=[O:15], predict the reactants needed to synthesize it. (3) Given the product [CH2:1]([N:3]1[C:8]2[N:9]=[C:10]([NH:37][C:36]3[CH:35]=[CH:34][C:33]([N:30]4[CH2:29][CH2:28][N:27]([CH2:25][CH3:26])[CH2:32][CH2:31]4)=[CH:39][CH:38]=3)[N:11]=[C:12]([CH3:13])[C:7]=2[CH:6]=[C:5]([C:18]2[CH:23]=[CH:22][CH:21]=[CH:20][CH:19]=2)[C:4]1=[O:24])[CH3:2], predict the reactants needed to synthesize it. The reactants are: [CH2:1]([N:3]1[C:8]2[N:9]=[C:10](S(C)(=O)=O)[N:11]=[C:12]([CH3:13])[C:7]=2[CH:6]=[C:5]([C:18]2[CH:23]=[CH:22][CH:21]=[CH:20][CH:19]=2)[C:4]1=[O:24])[CH3:2].[CH2:25]([N:27]1[CH2:32][CH2:31][N:30]([C:33]2[CH:39]=[CH:38][C:36]([NH2:37])=[CH:35][CH:34]=2)[CH2:29][CH2:28]1)[CH3:26]. (4) Given the product [OH:8][CH2:7][CH:4]1[CH2:5][CH2:6][N:1]([C:18](=[O:22])[S:19][CH2:20][CH3:21])[CH2:2][CH2:3]1, predict the reactants needed to synthesize it. The reactants are: [NH:1]1[CH2:6][CH2:5][CH:4]([CH2:7][OH:8])[CH2:3][CH2:2]1.C(N(CC)C(C)C)(C)C.[C:18](=O)([O:22]C1C=CC([N+]([O-])=O)=CC=1)[S:19][CH2:20][CH3:21].O. (5) Given the product [CH3:1][O:2][C:3]1[CH:4]=[C:5]2[C:9](=[C:10]([O:12][CH3:13])[CH:11]=1)[NH:8][C:7]([C:14]([OH:16])=[O:15])=[CH:6]2, predict the reactants needed to synthesize it. The reactants are: [CH3:1][O:2][C:3]1[CH:4]=[C:5]2[C:9](=[C:10]([O:12][CH3:13])[CH:11]=1)[NH:8][C:7]([C:14]([O:16]C)=[O:15])=[CH:6]2.[Li+].[OH-]. (6) The reactants are: F[C:2]1[CH:3]=[CH:4][C:5]([O:21][CH3:22])=[C:6]([C:8]2[C:9]([C:17]([O:19][CH3:20])=[O:18])=[CH:10][C:11]([N+:14]([O-:16])=[O:15])=[CH:12][CH:13]=2)[CH:7]=1.BrC1C=CC([N+]([O-])=O)=CC=1C(OC)=O.[Cl:37]C1C=CC(OC)=C(B(O)O)C=1. Given the product [Cl:37][C:4]1[C:5]([O:21][CH3:22])=[C:6]([C:8]2[C:9]([C:17]([O:19][CH3:20])=[O:18])=[CH:10][C:11]([N+:14]([O-:16])=[O:15])=[CH:12][CH:13]=2)[CH:7]=[CH:2][CH:3]=1, predict the reactants needed to synthesize it. (7) Given the product [F:19][C:20]1[CH:25]=[CH:24][C:23]([C:2]2[S:6][C:5]([C:7]([N:9]([C:11]3[CH:16]=[CH:15][CH:14]=[C:13]([O:17][CH3:18])[CH:12]=3)[CH3:10])=[O:8])=[CH:4][CH:3]=2)=[CH:22][C:21]=1[O:29][CH3:30], predict the reactants needed to synthesize it. The reactants are: Br[C:2]1[S:6][C:5]([C:7]([N:9]([C:11]2[CH:16]=[CH:15][CH:14]=[C:13]([O:17][CH3:18])[CH:12]=2)[CH3:10])=[O:8])=[CH:4][CH:3]=1.[F:19][C:20]1[CH:25]=[CH:24][C:23](B(O)O)=[CH:22][C:21]=1[O:29][CH3:30].